This data is from Peptide-MHC class I binding affinity with 185,985 pairs from IEDB/IMGT. The task is: Regression. Given a peptide amino acid sequence and an MHC pseudo amino acid sequence, predict their binding affinity value. This is MHC class I binding data. (1) The peptide sequence is VYQRGTHPF. The MHC is HLA-A24:03 with pseudo-sequence HLA-A24:03. The binding affinity (normalized) is 0.837. (2) The peptide sequence is YLKKLDDFY. The MHC is HLA-A25:01 with pseudo-sequence HLA-A25:01. The binding affinity (normalized) is 0.0847. (3) The peptide sequence is SQVKCCHYF. The MHC is HLA-A30:01 with pseudo-sequence HLA-A30:01. The binding affinity (normalized) is 0.594. (4) The peptide sequence is RMMETWHPL. The MHC is HLA-B40:13 with pseudo-sequence HLA-B40:13. The binding affinity (normalized) is 0.692. (5) The peptide sequence is KSDLQPPNY. The MHC is HLA-B15:01 with pseudo-sequence HLA-B15:01. The binding affinity (normalized) is 0.0847. (6) The peptide sequence is KVVKKLSVIR. The MHC is HLA-A31:01 with pseudo-sequence HLA-A31:01. The binding affinity (normalized) is 0.628. (7) The MHC is HLA-A02:06 with pseudo-sequence HLA-A02:06. The binding affinity (normalized) is 0.479. The peptide sequence is YVIKVSARV. (8) The peptide sequence is KYYTSYTLK. The MHC is HLA-B07:02 with pseudo-sequence HLA-B07:02. The binding affinity (normalized) is 0.0847.